From a dataset of Forward reaction prediction with 1.9M reactions from USPTO patents (1976-2016). Predict the product of the given reaction. (1) Given the reactants [O:1]1[C:5]([C:6]2[CH:11]=[CH:10][CH:9]=[CH:8][N:7]=2)=[CH:4][N:3]=[CH:2]1.[Li]CCCC.[C:17](Cl)(=[O:21])[CH2:18][CH2:19][CH3:20], predict the reaction product. The product is: [N:7]1[CH:8]=[CH:9][CH:10]=[CH:11][C:6]=1[C:5]1[O:1][C:2]([C:17](=[O:21])[CH2:18][CH2:19][CH3:20])=[N:3][CH:4]=1. (2) Given the reactants [F:1][C:2]1[CH:7]=[CH:6][C:5]([CH:8]2[NH:12][CH:11]([C:13]([O:15][CH3:16])=[O:14])[CH2:10][CH2:9]2)=[CH:4][CH:3]=1.C(N(CC)CC)C.[C:24]1([CH3:34])[CH:29]=[CH:28][C:27]([S:30](Cl)(=[O:32])=[O:31])=[CH:26][CH:25]=1, predict the reaction product. The product is: [CH3:16][O:15][C:13]([CH:11]1[CH2:10][CH2:9][CH:8]([C:5]2[CH:4]=[CH:3][C:2]([F:1])=[CH:7][CH:6]=2)[N:12]1[S:30]([C:27]1[CH:28]=[CH:29][C:24]([CH3:34])=[CH:25][CH:26]=1)(=[O:32])=[O:31])=[O:14]. (3) Given the reactants N1C=CC=CC=1.[OH:7][CH2:8][CH2:9][NH:10][C:11](=[O:24])[O:12][CH2:13][C:14]1[CH:19]=[CH:18][C:17]([O:20][C:21](=[O:23])[CH3:22])=[CH:16][CH:15]=1, predict the reaction product. The product is: [CH:8]([CH2:9][NH:10][C:11](=[O:24])[O:12][CH2:13][C:14]1[CH:19]=[CH:18][C:17]([O:20][C:21](=[O:23])[CH3:22])=[CH:16][CH:15]=1)=[O:7]. (4) Given the reactants [NH2:1][C:2]1[NH:6][C:5](=[O:7])[C:4]([C:19]2[CH:24]=[CH:23][C:22]([F:25])=[C:21]([C:26]3[CH:27]=[N:28][CH:29]=[N:30][CH:31]=3)[CH:20]=2)([C:8]2[CH:13]=[CH:12][C:11]([O:14][C:15]([F:18])([F:17])[F:16])=[CH:10][CH:9]=2)[N:3]=1.[OH-].[K+].Cl[CH:35]([F:37])[F:36], predict the reaction product. The product is: [NH2:1][C:2]1[N:6]([CH:35]([F:37])[F:36])[C:5](=[O:7])[C:4]([C:19]2[CH:24]=[CH:23][C:22]([F:25])=[C:21]([C:26]3[CH:31]=[N:30][CH:29]=[N:28][CH:27]=3)[CH:20]=2)([C:8]2[CH:9]=[CH:10][C:11]([O:14][C:15]([F:17])([F:16])[F:18])=[CH:12][CH:13]=2)[N:3]=1. (5) Given the reactants [H-].[Na+].[CH2:3]([O:5][C:6]([C:8]1[C:9]([NH2:13])=[N:10][NH:11][CH:12]=1)=[O:7])[CH3:4].C[N:15](C)[CH:16]=[C:17]([CH:20]=O)[C:18]#N, predict the reaction product. The product is: [CH2:3]([O:5][C:6]([C:8]1[CH:12]=[N:11][N:10]2[CH:20]=[C:17]([C:16]#[N:15])[CH:18]=[N:13][C:9]=12)=[O:7])[CH3:4].